The task is: Predict which catalyst facilitates the given reaction.. This data is from Catalyst prediction with 721,799 reactions and 888 catalyst types from USPTO. (1) The catalyst class is: 2. Reactant: [F:1][C:2]1[CH:42]=[CH:41][C:5]([CH2:6][O:7][CH2:8][C:9]([NH:11][CH2:12][CH2:13][CH2:14][C:15]2[CH:20]=[CH:19][C:18]([S:21]([NH:24][C:25]3[CH:30]=[CH:29][C:28]([NH:31]C(=O)OC(C)(C)C)=[C:27]([O:39][CH3:40])[CH:26]=3)(=[O:23])=[O:22])=[CH:17][CH:16]=2)=[O:10])=[CH:4][CH:3]=1.FC(F)(F)C(O)=O. Product: [NH2:31][C:28]1[CH:29]=[CH:30][C:25]([NH:24][S:21]([C:18]2[CH:19]=[CH:20][C:15]([CH2:14][CH2:13][CH2:12][NH:11][C:9](=[O:10])[CH2:8][O:7][CH2:6][C:5]3[CH:4]=[CH:3][C:2]([F:1])=[CH:42][CH:41]=3)=[CH:16][CH:17]=2)(=[O:23])=[O:22])=[CH:26][C:27]=1[O:39][CH3:40]. (2) Reactant: [CH:1]1([CH2:7][CH2:8][CH2:9][C@@H:10]([C:15]2[O:16][CH:17]=[C:18]([C:20]([O:22][CH2:23][CH3:24])=[O:21])[N:19]=2)[CH2:11][C:12](O)=[O:13])[CH2:6][CH2:5][CH2:4][CH2:3][CH2:2]1.C(N(CC)C(C)C)(C)C.F[P-](F)(F)(F)(F)F.[N:41]1([O:50]C(N(C)C)=[N+](C)C)C2N=CC=CC=2N=N1.Cl.NO. Product: [CH:1]1([CH2:7][CH2:8][CH2:9][C@@H:10]([C:15]2[O:16][CH:17]=[C:18]([C:20]([O:22][CH2:23][CH3:24])=[O:21])[N:19]=2)[CH2:11][C:12]([NH:41][OH:50])=[O:13])[CH2:6][CH2:5][CH2:4][CH2:3][CH2:2]1. The catalyst class is: 9. (3) Reactant: [F:1][C:2]1[CH:7]=[CH:6][C:5]([F:8])=[CH:4][C:3]=1[C:9]1[N:13]=[C:12]([C@H:14]([NH:19][CH2:20][C@H:21]2[C@@H:25]([F:26])[CH2:24][N:23]([C:27]([O:29][CH2:30][C:31]3[CH:36]=[CH:35][CH:34]=[CH:33][CH:32]=3)=[O:28])[CH2:22]2)[C:15]([CH3:18])([CH3:17])[CH3:16])[N:11]([CH2:37][C:38]2[CH:43]=[CH:42][CH:41]=[C:40](F)[CH:39]=2)[N:10]=1.C(N(CC)CC)C.C(Cl)(Cl)=[O:53].C1(C)C=CC=CC=1.C(N1C([C@H:75]([N:80]([CH2:84][C@H:85]2[C@@H:89](F)CN(C(OCC3C=CC=CC=3)=O)C2)[C:81](Cl)=[O:82])[C:76](C)(C)[CH3:77])=NC(C2C=C(F)C=CC=2F)=N1)C1C=CC=CC=1.CC1OC(C)CNC1. Product: [CH2:37]([N:11]1[C:12]([C@H:14]([N:19]([CH2:20][C@H:21]2[C@@H:25]([F:26])[CH2:24][N:23]([C:27]([O:29][CH2:30][C:31]3[CH:36]=[CH:35][CH:34]=[CH:33][CH:32]=3)=[O:28])[CH2:22]2)[C:81]([N:80]2[CH2:84][C@@H:85]([CH3:89])[O:53][C@@H:76]([CH3:77])[CH2:75]2)=[O:82])[C:15]([CH3:18])([CH3:16])[CH3:17])=[N:13][C:9]([C:3]2[CH:4]=[C:5]([F:8])[CH:6]=[CH:7][C:2]=2[F:1])=[N:10]1)[C:38]1[CH:39]=[CH:40][CH:41]=[CH:42][CH:43]=1. The catalyst class is: 4. (4) Reactant: [CH3:1][C:2]1[N:6]2[CH2:7][CH2:8][N:9]=[C:10]([C:11](OCC)=[O:12])[C:5]2=[CH:4][CH:3]=1.[H-].[H-].[H-].[H-].[Li+].[Al+3]. Product: [CH3:1][C:2]1[N:6]2[CH2:7][CH2:8][NH:9][CH:10]([CH2:11][OH:12])[C:5]2=[CH:4][CH:3]=1. The catalyst class is: 1. (5) Reactant: C([O:4][C@@H:5]1[C@H:10]([O:11]C(=O)C)[C@@H:9]([O:15]C(=O)C)[CH2:8][O:7][C@H:6]1[N:19]1[C:23]2[CH:24]=[C:25]([Cl:29])[C:26]([Cl:28])=[CH:27][C:22]=2[N:21]=[C:20]1[Cl:30])(=O)C.C(=O)([O-])[O-].[Na+].[Na+].C(O)(=O)C. Product: [C@@H:6]1([N:19]2[C:23]3[CH:24]=[C:25]([Cl:29])[C:26]([Cl:28])=[CH:27][C:22]=3[N:21]=[C:20]2[Cl:30])[O:7][CH2:8][C@H:9]([OH:15])[C@@H:10]([OH:11])[C@H:5]1[OH:4]. The catalyst class is: 40. (6) Reactant: [F:1][C:2]1[CH:3]=[CH:4][C:5]2[N:9]=[C:8]([CH3:10])[N:7]([C:11]3[N:16]=[C:15]([NH:17][C:18]4[CH:23]=[CH:22][C:21]([C:24]([F:27])([F:26])[F:25])=[CH:20][CH:19]=4)[N:14]=[C:13]([NH2:28])[CH:12]=3)[C:6]=2[CH:29]=1.C[Si]([N-][Si](C)(C)C)(C)C.[Na+].[P:40](Cl)(=[O:45])([O:43][CH3:44])[O:41][CH3:42]. Product: [F:1][C:2]1[CH:3]=[CH:4][C:5]2[N:9]=[C:8]([CH3:10])[N:7]([C:11]3[N:16]=[C:15]([NH:17][C:18]4[CH:19]=[CH:20][C:21]([C:24]([F:26])([F:27])[F:25])=[CH:22][CH:23]=4)[N:14]=[C:13]([NH:28][P:40](=[O:45])([O:43][CH3:44])[O:41][CH3:42])[CH:12]=3)[C:6]=2[CH:29]=1. The catalyst class is: 1. (7) Reactant: Br[C:2]1[CH:3]=[C:4]2[C:31](=[CH:32][CH:33]=1)[O:30][CH2:29][C:25]1([CH2:28][O:27][CH2:26]1)[C:5]12[CH2:9][O:8][C:7]([N:10]([C:18]([O:20][C:21]([CH3:24])([CH3:23])[CH3:22])=[O:19])[C:11]([O:13][C:14]([CH3:17])([CH3:16])[CH3:15])=[O:12])=[N:6]1.CC1(C)C(C)(C)OB([C:42]2[CH2:43][CH2:44][O:45][CH2:46][CH:47]=2)O1.C([O-])([O-])=O.[Na+].[Na+]. Product: [O:45]1[CH2:44][CH:43]=[C:42]([C:2]2[CH:3]=[C:4]3[C:31](=[CH:32][CH:33]=2)[O:30][CH2:29][C:25]2([CH2:26][O:27][CH2:28]2)[C:5]23[CH2:9][O:8][C:7]([N:10]([C:18]([O:20][C:21]([CH3:24])([CH3:23])[CH3:22])=[O:19])[C:11]([O:13][C:14]([CH3:16])([CH3:15])[CH3:17])=[O:12])=[N:6]2)[CH2:47][CH2:46]1. The catalyst class is: 551. (8) Reactant: [C:1]([O:5][C:6]([N:8]1[CH2:12][C:11]([F:14])([F:13])[CH2:10][CH:9]1[C:15](O)=[O:16])=[O:7])([CH3:4])([CH3:3])[CH3:2]. Product: [C:1]([O:5][C:6]([N:8]1[CH2:12][C:11]([F:13])([F:14])[CH2:10][C@H:9]1[CH2:15][OH:16])=[O:7])([CH3:4])([CH3:3])[CH3:2]. The catalyst class is: 7. (9) Reactant: [C:1]([O:4][C@@H:5]1[C@@H:13]([C@@:14]2([CH3:27])[CH2:19][CH2:18][C@H:17]([O:20][C:21](=[O:23])[CH3:22])[CH2:16][C@@H:15]2[CH2:24][CH:25]=O)[CH2:12][CH2:11][C@@:10]2([CH3:28])[C@H:6]1[CH2:7][CH2:8][C:9]2=[CH2:29])(=[O:3])[CH3:2].[NH:30]1[CH2:35][CH2:34][O:33][CH2:32][CH2:31]1.[BH-](OC(C)=O)(OC(C)=O)OC(C)=O.[Na+]. Product: [C:1]([O:4][C@@H:5]1[C@@H:13]([C@@:14]2([CH3:27])[CH2:19][CH2:18][C@H:17]([O:20][C:21](=[O:23])[CH3:22])[CH2:16][C@@H:15]2[CH2:24][CH2:25][N:30]2[CH2:35][CH2:34][O:33][CH2:32][CH2:31]2)[CH2:12][CH2:11][C@@:10]2([CH3:28])[C@H:6]1[CH2:7][CH2:8][C:9]2=[CH2:29])(=[O:3])[CH3:2]. The catalyst class is: 1. (10) Reactant: [Br:1][C:2]1[CH:3]=[C:4]2[C:9](=[CH:10][CH:11]=1)[C:8](=[O:12])[NH:7][C:6](=[O:13])/[C:5]/2=[CH:14]/OC.CN(C)C=O.[NH2:22][CH2:23][CH2:24][CH2:25][C:26]([OH:28])=[O:27]. Product: [Br:1][C:2]1[CH:3]=[C:4]2[C:9](=[CH:10][CH:11]=1)[C:8](=[O:12])[NH:7][C:6](=[O:13])/[C:5]/2=[CH:14]\[NH:22][CH2:23][CH2:24][CH2:25][C:26]([OH:28])=[O:27]. The catalyst class is: 28.